Dataset: Full USPTO retrosynthesis dataset with 1.9M reactions from patents (1976-2016). Task: Predict the reactants needed to synthesize the given product. (1) Given the product [C:1]([C:5]1[C:6]([NH:17][C:18]([C:20]2[C:29](=[O:30])[C:28]3[C:23](=[CH:24][CH:25]=[CH:26][CH:27]=3)[NH:22][CH:21]=2)=[O:19])=[CH:7][C:8]([OH:31])=[C:9]([C:10]([CH3:15])([CH3:14])[C:11]([OH:12])=[O:13])[CH:16]=1)([CH3:4])([CH3:2])[CH3:3], predict the reactants needed to synthesize it. The reactants are: [C:1]([C:5]1[C:6]([NH:17][C:18]([C:20]2[C:29](=[O:30])[C:28]3[C:23](=[CH:24][CH:25]=[CH:26][CH:27]=3)[NH:22][CH:21]=2)=[O:19])=[CH:7][C:8]2[O:12][C:11](=[O:13])[C:10]([CH3:15])([CH3:14])[C:9]=2[CH:16]=1)([CH3:4])([CH3:3])[CH3:2].[OH-:31].[Na+]. (2) Given the product [OH:55][C:53]1[C:52]2[C:47](=[C:48]([OH:71])[C:49]([CH2:63][CH2:64][C:65]3[CH:70]=[CH:69][CH:68]=[CH:67][CH:66]=3)=[CH:50][CH:51]=2)[N:46]=[C:45]([C:43]([OH:44])=[O:42])[CH:54]=1, predict the reactants needed to synthesize it. The reactants are: COC(C1C=C(O)C2C(=C(OCC3C=CC=CC=3)C=C(C#CCOCC3C=CC=CC=3)C=2)N=1)=O.C([O:42][C:43]([C:45]1[CH:54]=[C:53]([O:55]CC2C=CC=CC=2)[C:52]2[C:47](=[C:48]([O:71]CC3C=CC=CC=3)[C:49]([C:63]#[C:64][C:65]3[CH:70]=[CH:69][CH:68]=[CH:67][CH:66]=3)=[CH:50][CH:51]=2)[N:46]=1)=[O:44])C1C=CC=CC=1. (3) Given the product [CH3:1][N:2]([CH3:30])[C:3]1[C:12]2[C:7](=[CH:8][C:9]([O:13][C:14]3[CH:15]=[CH:16][CH:17]=[CH:18][CH:19]=3)=[CH:10][CH:11]=2)[N:6]=[C:5]([N:20]2[CH:24]=[C:23]([C:25]([OH:27])=[O:26])[CH:22]=[N:21]2)[N:4]=1, predict the reactants needed to synthesize it. The reactants are: [CH3:1][N:2]([CH3:30])[C:3]1[C:12]2[C:7](=[CH:8][C:9]([O:13][C:14]3[CH:19]=[CH:18][CH:17]=[CH:16][CH:15]=3)=[CH:10][CH:11]=2)[N:6]=[C:5]([N:20]2[CH:24]=[C:23]([C:25]([O:27]CC)=[O:26])[CH:22]=[N:21]2)[N:4]=1.[OH-].[K+]. (4) Given the product [NH2:25][C@@H:23]([CH3:24])[C:22]([NH:21][CH2:20][C:18]1[N:19]=[C:14]([N:13]2[C:9]([C:7]([NH:6][CH2:5][C:4]3[CH:38]=[CH:39][CH:40]=[CH:41][C:3]=3[O:2][CH3:1])=[O:8])=[CH:10][C:11]([C:34]([F:35])([F:37])[F:36])=[N:12]2)[CH:15]=[CH:16][CH:17]=1)=[O:33], predict the reactants needed to synthesize it. The reactants are: [CH3:1][O:2][C:3]1[CH:41]=[CH:40][CH:39]=[CH:38][C:4]=1[CH2:5][NH:6][C:7]([C:9]1[N:13]([C:14]2[N:19]=[C:18]([CH2:20][NH:21][C:22](=[O:33])[C@@H:23]([NH:25]C(=O)OC(C)(C)C)[CH3:24])[CH:17]=[CH:16][CH:15]=2)[N:12]=[C:11]([C:34]([F:37])([F:36])[F:35])[CH:10]=1)=[O:8].FC(F)(F)C(O)=O. (5) The reactants are: Cl[C:2]1[CH:7]=[C:6]([Cl:8])[C:5]([CH:9]2[CH2:11][CH2:10]2)=[CH:4][N:3]=1.[C:12]([Zn]C#N)#[N:13].CCCCCCC.CCOC(C)=O. Given the product [Cl:8][C:6]1[C:5]([CH:9]2[CH2:11][CH2:10]2)=[CH:4][N:3]=[C:2]([C:12]#[N:13])[CH:7]=1, predict the reactants needed to synthesize it.